From a dataset of Retrosynthesis with 50K atom-mapped reactions and 10 reaction types from USPTO. Predict the reactants needed to synthesize the given product. Given the product CC(C)(C)[Si](OCCN(CCO[Si](c1ccccc1)(c1ccccc1)C(C)(C)C)c1ncc(-c2cc(N)cc(N3CCOCC3)c2)s1)(c1ccccc1)c1ccccc1, predict the reactants needed to synthesize it. The reactants are: CC(C)(C)[Si](OCCN(CCO[Si](c1ccccc1)(c1ccccc1)C(C)(C)C)c1ncc(-c2cc(N3CCOCC3)cc([N+](=O)[O-])c2)s1)(c1ccccc1)c1ccccc1.